This data is from Forward reaction prediction with 1.9M reactions from USPTO patents (1976-2016). The task is: Predict the product of the given reaction. (1) Given the reactants [NH2:1][N:2]1[N:11]=[C:10]([Cl:12])[C:9]2[C:4](=[CH:5][CH:6]=[CH:7][CH:8]=2)[C:3]1=[O:13].[C:14]12([CH2:24][C:25](O)=[O:26])[CH2:23][CH:18]3[CH2:19][CH:20]([CH2:22][CH:16]([CH2:17]3)[CH2:15]1)[CH2:21]2, predict the reaction product. The product is: [C:14]12([CH2:24][C:25]([NH:1][N:2]3[N:11]=[C:10]([Cl:12])[C:9]4[C:4](=[CH:5][CH:6]=[CH:7][CH:8]=4)[C:3]3=[O:13])=[O:26])[CH2:21][CH:20]3[CH2:19][CH:18]([CH2:17][CH:16]([CH2:22]3)[CH2:15]1)[CH2:23]2. (2) Given the reactants [NH2:1][C:2]1[N:7]=[CH:6][C:5]([C:8]2[N:9]=[C:10]([N:26]3[CH2:31][CH2:30][O:29][CH2:28][CH2:27]3)[C:11]3[S:16][C:15]([C:17]4[CH:18]=[C:19]([C:22]([OH:24])=O)[S:20][CH:21]=4)=[C:14]([CH3:25])[C:12]=3[N:13]=2)=[CH:4][N:3]=1.[NH:32]1[CH2:37][CH2:36][O:35][CH2:34][CH2:33]1, predict the reaction product. The product is: [NH2:1][C:2]1[N:7]=[CH:6][C:5]([C:8]2[N:9]=[C:10]([N:26]3[CH2:31][CH2:30][O:29][CH2:28][CH2:27]3)[C:11]3[S:16][C:15]([C:17]4[CH:18]=[C:19]([C:22]([N:32]5[CH2:37][CH2:36][O:35][CH2:34][CH2:33]5)=[O:24])[S:20][CH:21]=4)=[C:14]([CH3:25])[C:12]=3[N:13]=2)=[CH:4][N:3]=1. (3) Given the reactants [OH:1][N:2]=[C:3]([C:8]([O:10][CH3:11])=[O:9])[C:4]([O:6][CH3:7])=[O:5].[CH2:12]([CH:14]([CH2:17][CH2:18][CH2:19][CH3:20])[CH2:15]Br)[CH3:13].C(=O)([O-])[O-].[K+].[K+].O, predict the reaction product. The product is: [CH2:12]([CH:14]([CH2:17][CH2:18][CH2:19][CH3:20])[CH2:15][O:1][N:2]=[C:3]([C:8]([O:10][CH3:11])=[O:9])[C:4]([O:6][CH3:7])=[O:5])[CH3:13]. (4) Given the reactants [Cl:1][C:2]1[C:3]([C:21]([F:24])([F:23])[F:22])=[C:4]([C:8]2[CH2:13][CH2:12][N:11]([C:14]([O:16][C:17]([CH3:20])([CH3:19])[CH3:18])=[O:15])[CH2:10][CH:9]=2)[CH:5]=[CH:6][CH:7]=1.C(O)(=O)C, predict the reaction product. The product is: [Cl:1][C:2]1[C:3]([C:21]([F:24])([F:22])[F:23])=[C:4]([CH:8]2[CH2:9][CH2:10][N:11]([C:14]([O:16][C:17]([CH3:20])([CH3:19])[CH3:18])=[O:15])[CH2:12][CH2:13]2)[CH:5]=[CH:6][CH:7]=1. (5) Given the reactants [CH2:1]([O:8][C:9]1[CH:18]=[C:17]2[C:12]([C:13](O)=[CH:14][C:15]([CH3:19])=[N:16]2)=[CH:11][C:10]=1[Br:21])[C:2]1[CH:7]=[CH:6][CH:5]=[CH:4][CH:3]=1.P(Cl)(Cl)([Cl:24])=O, predict the reaction product. The product is: [CH2:1]([O:8][C:9]1[CH:18]=[C:17]2[C:12]([C:13]([Cl:24])=[CH:14][C:15]([CH3:19])=[N:16]2)=[CH:11][C:10]=1[Br:21])[C:2]1[CH:7]=[CH:6][CH:5]=[CH:4][CH:3]=1. (6) Given the reactants [C:9](O[C:9]([O:11][C:12]([CH3:15])([CH3:14])[CH3:13])=[O:10])([O:11][C:12]([CH3:15])([CH3:14])[CH3:13])=[O:10].[CH3:16][C:17]([NH2:21])([CH3:20])[CH2:18][NH2:19], predict the reaction product. The product is: [C:12]([O:11][C:9](=[O:10])[NH:19][CH2:18][C:17]([NH2:21])([CH3:20])[CH3:16])([CH3:13])([CH3:14])[CH3:15].